From a dataset of Forward reaction prediction with 1.9M reactions from USPTO patents (1976-2016). Predict the product of the given reaction. (1) The product is: [Cl:12][C:9]1[CH:10]=[CH:11][C:6]([O:5][CH2:4][CH2:3][CH2:2][NH:1][C:25](=[O:36])[CH2:24][N:27]([CH3:30])[CH3:28])=[C:7]([NH:13][C:14]([NH:16][C:17]2[CH:22]=[N:21][C:20]([CH3:23])=[CH:19][N:18]=2)=[O:15])[CH:8]=1. Given the reactants [NH2:1][CH2:2][CH2:3][CH2:4][O:5][C:6]1[CH:11]=[CH:10][C:9]([Cl:12])=[CH:8][C:7]=1[NH:13][C:14]([NH:16][C:17]1[CH:22]=[N:21][C:20]([CH3:23])=[CH:19][N:18]=1)=[O:15].[CH:24]([N:27]([CH:30](C)C)[CH2:28]C)(C)[CH3:25].ClCC(Cl)=[O:36].CNC, predict the reaction product. (2) Given the reactants [C:1]([O:4][CH2:5][C:6]1[C:7]([N:13]2[CH2:24][CH2:23][C:22]3[C:21]4[CH2:20][C:19]([CH3:26])([CH3:25])[CH2:18][C:17]=4[S:16][C:15]=3[C:14]2=[O:27])=[N:8][CH:9]=[CH:10][C:11]=1Cl)(=[O:3])[CH3:2].[CH3:28][C:29]1([CH3:45])[C:33]([CH3:35])([CH3:34])[O:32][B:31]([B:31]2[O:32][C:33]([CH3:35])([CH3:34])[C:29]([CH3:45])([CH3:28])[O:30]2)[O:30]1.CC(C1C=C(C(C)C)C(C2C=CC=CC=2P(C2CCCCC2)C2CCCCC2)=C(C(C)C)C=1)C.C([O-])(=O)C.[K+], predict the reaction product. The product is: [C:1]([O:4][CH2:5][C:6]1[C:7]([N:13]2[CH2:24][CH2:23][C:22]3[C:21]4[CH2:20][C:19]([CH3:26])([CH3:25])[CH2:18][C:17]=4[S:16][C:15]=3[C:14]2=[O:27])=[N:8][CH:9]=[CH:10][C:11]=1[B:31]1[O:32][C:33]([CH3:35])([CH3:34])[C:29]([CH3:45])([CH3:28])[O:30]1)(=[O:3])[CH3:2]. (3) Given the reactants [OH:1][CH2:2][CH2:3][N:4]1[C:13]2[C:8](=[CH:9][C:10]([C:14]([NH2:16])=[O:15])=[CH:11][CH:12]=2)[CH2:7][CH2:6][CH2:5]1.C(N(CC)CC)C.[CH3:24][S:25](Cl)(=[O:27])=[O:26], predict the reaction product. The product is: [C:14]([C:10]1[CH:9]=[C:8]2[C:13](=[CH:12][CH:11]=1)[N:4]([CH2:3][CH2:2][O:1][S:25]([CH3:24])(=[O:27])=[O:26])[CH2:5][CH2:6][CH2:7]2)(=[O:15])[NH2:16]. (4) Given the reactants [NH2:1][C:2]1[C:3]([C:9]([OH:11])=O)=[N:4][C:5]([Br:8])=[CH:6][N:7]=1.C(N1C=CN=C1)(N1C=CN=C1)=O.CCN(C(C)C)C(C)C.[NH2:33][C:34]1[CH:39]=[CH:38][CH:37]=[CH:36][CH:35]=1, predict the reaction product. The product is: [NH2:1][C:2]1[C:3]([C:9]([NH:33][C:34]2[CH:39]=[CH:38][CH:37]=[CH:36][CH:35]=2)=[O:11])=[N:4][C:5]([Br:8])=[CH:6][N:7]=1.